From a dataset of Catalyst prediction with 721,799 reactions and 888 catalyst types from USPTO. Predict which catalyst facilitates the given reaction. (1) Reactant: F[C:2]1[CH:7]=[CH:6][C:5]([S:8]([CH3:11])(=[O:10])=[O:9])=[CH:4][C:3]=1[N+:12]([O-:14])=[O:13].[CH3:15][CH:16]([CH3:18])[O-:17].[Na+]. Product: [CH:16]([O:17][C:2]1[CH:7]=[CH:6][C:5]([S:8]([CH3:11])(=[O:10])=[O:9])=[CH:4][C:3]=1[N+:12]([O-:14])=[O:13])([CH3:18])[CH3:15]. The catalyst class is: 220. (2) Reactant: Cl[C:2]1[CH:7]=[C:6]([CH2:8][CH3:9])[N:5]=[C:4]([C:10]2[CH:15]=[CH:14][CH:13]=[C:12]([Cl:16])[CH:11]=2)[N:3]=1.CC1(C)C(C)(C)OB([CH2:25][C:26]2[CH:31]=[CH:30][C:29]([CH2:32][C:33]([O:35][CH3:36])=[O:34])=[CH:28][CH:27]=2)O1.C([O-])([O-])=O.[Na+].[Na+].O1CCOCC1. Product: [Cl:16][C:12]1[CH:11]=[C:10]([C:4]2[N:3]=[C:2]([CH2:25][C:26]3[CH:27]=[CH:28][C:29]([CH2:32][C:33]([O:35][CH3:36])=[O:34])=[CH:30][CH:31]=3)[CH:7]=[C:6]([CH2:8][CH3:9])[N:5]=2)[CH:15]=[CH:14][CH:13]=1. The catalyst class is: 263.